From a dataset of NCI-60 drug combinations with 297,098 pairs across 59 cell lines. Regression. Given two drug SMILES strings and cell line genomic features, predict the synergy score measuring deviation from expected non-interaction effect. (1) Drug 1: CNC(=O)C1=CC=CC=C1SC2=CC3=C(C=C2)C(=NN3)C=CC4=CC=CC=N4. Drug 2: C1C(C(OC1N2C=NC(=NC2=O)N)CO)O. Cell line: LOX IMVI. Synergy scores: CSS=12.0, Synergy_ZIP=-0.560, Synergy_Bliss=1.59, Synergy_Loewe=1.39, Synergy_HSA=4.04. (2) Drug 1: CC12CCC3C(C1CCC2=O)CC(=C)C4=CC(=O)C=CC34C. Drug 2: CN(C)C1=NC(=NC(=N1)N(C)C)N(C)C. Cell line: K-562. Synergy scores: CSS=48.7, Synergy_ZIP=2.78, Synergy_Bliss=4.66, Synergy_Loewe=-19.0, Synergy_HSA=1.79. (3) Cell line: MALME-3M. Drug 2: C1=CC=C(C=C1)NC(=O)CCCCCCC(=O)NO. Synergy scores: CSS=17.9, Synergy_ZIP=-6.56, Synergy_Bliss=-1.03, Synergy_Loewe=-3.11, Synergy_HSA=-0.0303. Drug 1: C1CN1P(=S)(N2CC2)N3CC3. (4) Drug 1: CC1=C(C=C(C=C1)NC(=O)C2=CC=C(C=C2)CN3CCN(CC3)C)NC4=NC=CC(=N4)C5=CN=CC=C5. Drug 2: CCN(CC)CCNC(=O)C1=C(NC(=C1C)C=C2C3=C(C=CC(=C3)F)NC2=O)C. Cell line: A549. Synergy scores: CSS=-6.70, Synergy_ZIP=3.14, Synergy_Bliss=-0.234, Synergy_Loewe=-7.57, Synergy_HSA=-8.06. (5) Drug 1: C1=CC(=CC=C1CC(C(=O)O)N)N(CCCl)CCCl.Cl. Drug 2: CC1=C(C(CCC1)(C)C)C=CC(=CC=CC(=CC(=O)O)C)C. Cell line: OVCAR-5. Synergy scores: CSS=1.80, Synergy_ZIP=0.558, Synergy_Bliss=1.30, Synergy_Loewe=-2.11, Synergy_HSA=-2.84. (6) Drug 1: CC1=C(C=C(C=C1)NC2=NC=CC(=N2)N(C)C3=CC4=NN(C(=C4C=C3)C)C)S(=O)(=O)N.Cl. Drug 2: CC1=C2C(C(=O)C3(C(CC4C(C3C(C(C2(C)C)(CC1OC(=O)C(C(C5=CC=CC=C5)NC(=O)OC(C)(C)C)O)O)OC(=O)C6=CC=CC=C6)(CO4)OC(=O)C)O)C)O. Cell line: SF-295. Synergy scores: CSS=43.5, Synergy_ZIP=3.89, Synergy_Bliss=6.14, Synergy_Loewe=-40.9, Synergy_HSA=8.10. (7) Drug 1: CN(CC1=CN=C2C(=N1)C(=NC(=N2)N)N)C3=CC=C(C=C3)C(=O)NC(CCC(=O)O)C(=O)O. Drug 2: C1CN1P(=S)(N2CC2)N3CC3. Cell line: SK-MEL-5. Synergy scores: CSS=43.2, Synergy_ZIP=-6.66, Synergy_Bliss=-3.31, Synergy_Loewe=-16.6, Synergy_HSA=-0.741.